From a dataset of Catalyst prediction with 721,799 reactions and 888 catalyst types from USPTO. Predict which catalyst facilitates the given reaction. (1) Reactant: [CH2:1]([O:3][C:4](=[O:22])[CH2:5][C:6]1[CH:11]=[CH:10][CH:9]=[C:8]([O:12][C:13]2[CH:18]=[CH:17][C:16]([Br:19])=[CH:15][C:14]=2[CH2:20]O)[CH:7]=1)[CH3:2].P(Br)(Br)[Br:24]. Product: [CH2:1]([O:3][C:4](=[O:22])[CH2:5][C:6]1[CH:11]=[CH:10][CH:9]=[C:8]([O:12][C:13]2[CH:18]=[CH:17][C:16]([Br:19])=[CH:15][C:14]=2[CH2:20][Br:24])[CH:7]=1)[CH3:2]. The catalyst class is: 12. (2) Reactant: [Br:1][C:2]1[CH:3]=[C:4]2[C:9](=[C:10]([CH3:12])[CH:11]=1)[N:8]=[CH:7][C:6]([F:13])=[CH:5]2.[Se](=O)=[O:15]. Product: [Br:1][C:2]1[CH:3]=[C:4]2[C:9](=[C:10]([CH:12]=[O:15])[CH:11]=1)[N:8]=[CH:7][C:6]([F:13])=[CH:5]2. The catalyst class is: 262. (3) Reactant: Br[CH2:2][C:3]1[C:12](=[O:13])[C:11]2[C:6](=[CH:7][CH:8]=[CH:9][CH:10]=2)[O:5][C:4]=1[C:14]1[CH:19]=[CH:18][C:17]([OH:20])=[CH:16][CH:15]=1.[CH3:21][O-:22].[Na+].CO. Product: [OH:20][C:17]1[CH:18]=[CH:19][C:14]([C:4]2[O:5][C:6]3[C:11]([C:12](=[O:13])[C:3]=2[CH2:2][O:22][CH3:21])=[CH:10][CH:9]=[CH:8][CH:7]=3)=[CH:15][CH:16]=1. The catalyst class is: 52. (4) Reactant: [C:1]([NH:8][C@H:9]([C:19]([O:21][C:22]([CH3:25])([CH3:24])[CH3:23])=[O:20])[CH2:10][CH2:11][C:12]([O:14][C:15]([CH3:18])([CH3:17])[CH3:16])=[O:13])([O:3][C:4]([CH3:7])([CH3:6])[CH3:5])=[O:2].C[Si]([N-][Si](C)(C)C)(C)C.[Li+].[CH2:36](Br)[CH:37]=[CH2:38]. Product: [CH2:38]([C@H:11]([C:12]([O:14][C:15]([CH3:16])([CH3:18])[CH3:17])=[O:13])[CH2:10][C@@H:9]([C:19]([O:21][C:22]([CH3:25])([CH3:24])[CH3:23])=[O:20])[NH:8][C:1]([O:3][C:4]([CH3:7])([CH3:6])[CH3:5])=[O:2])[CH:37]=[CH2:36]. The catalyst class is: 7. (5) The catalyst class is: 10. Product: [Cl:1][C:2]1[N:3]=[CH:4][C:5]2[N:6]([CH:10]=[C:11]([C:13]3[CH:18]=[CH:17][C:16]([N:19]([CH3:21])[CH3:20])=[CH:15][CH:14]=3)[N:8]=2)[CH:7]=1. Reactant: [Cl:1][C:2]1[N:3]=[CH:4][C:5]([NH2:8])=[N:6][CH:7]=1.Br[CH2:10][C:11]([C:13]1[CH:18]=[CH:17][C:16]([N:19]([CH3:21])[CH3:20])=[CH:15][CH:14]=1)=O.C([O-])(O)=O.[Na+]. (6) Reactant: [CH2:1]([O:8][C:9]([NH:11][CH:12]([C:18]([O:20][CH2:21][CH3:22])=[O:19])[C:13]([O:15][CH2:16][CH3:17])=[O:14])=[O:10])[C:2]1[CH:7]=[CH:6][CH:5]=[CH:4][CH:3]=1.C(=O)([O-])[O-].[K+].[K+].[I-].[K+].Br[CH2:32][C:33]([O:35][CH:36]([CH3:38])[CH3:37])=[O:34].Cl. Product: [CH2:1]([O:8][C:9]([NH:11][C:12]([CH2:32][C:33]([O:35][CH:36]([CH3:38])[CH3:37])=[O:34])([C:13]([O:15][CH2:16][CH3:17])=[O:14])[C:18]([O:20][CH2:21][CH3:22])=[O:19])=[O:10])[C:2]1[CH:3]=[CH:4][CH:5]=[CH:6][CH:7]=1. The catalyst class is: 3. (7) Reactant: [CH3:1][O:2][C:3]1[CH:4]=[C:5](/[CH:9]=[CH:10]/[C:11]([OH:13])=O)[CH:6]=[CH:7][CH:8]=1.C(N(CC)CC)C.C1C=CC(P([N:35]=[N+:36]=[N-:37])(C2C=CC=CC=2)=O)=CC=1. Product: [CH3:1][O:2][C:3]1[CH:4]=[C:5](/[CH:9]=[CH:10]/[C:11]([N:35]=[N+:36]=[N-:37])=[O:13])[CH:6]=[CH:7][CH:8]=1. The catalyst class is: 48. (8) Reactant: [Br:1][C:2]1[S:6][C:5]([C:7]([S:10](CCC(OC)=O)(=[O:12])=[O:11])([CH3:9])[CH3:8])=[N:4][CH:3]=1.C[O-].[Na+].CC([O-])=O.[Na+].[NH2:27]OS(O)(=O)=O. Product: [Br:1][C:2]1[S:6][C:5]([C:7]([S:10]([NH2:27])(=[O:12])=[O:11])([CH3:9])[CH3:8])=[N:4][CH:3]=1. The catalyst class is: 20. (9) Reactant: [C:1]1([C:10](OCC)=[O:11])([C:5]([O:7][CH2:8][CH3:9])=[O:6])[CH2:4][CH2:3][CH2:2]1. Product: [OH:11][CH2:10][C:1]1([C:5]([O:7][CH2:8][CH3:9])=[O:6])[CH2:4][CH2:3][CH2:2]1. The catalyst class is: 1. (10) The catalyst class is: 11. Product: [CH2:16]([N:20]([CH:21]([CH3:23])[CH3:22])[C:11](=[O:12])[O:13][CH2:14][Cl:15])[CH:17]([CH3:19])[CH3:18]. Reactant: C(N(CC)C(C)C)(C)C.Cl[C:11]([O:13][CH2:14][Cl:15])=[O:12].[CH2:16]([NH:20][CH:21]([CH3:23])[CH3:22])[CH:17]([CH3:19])[CH3:18].Cl.